Dataset: Peptide-MHC class I binding affinity with 185,985 pairs from IEDB/IMGT. Task: Regression. Given a peptide amino acid sequence and an MHC pseudo amino acid sequence, predict their binding affinity value. This is MHC class I binding data. (1) The peptide sequence is TISTSPQSL. The MHC is HLA-A24:02 with pseudo-sequence HLA-A24:02. The binding affinity (normalized) is 0.0919. (2) The peptide sequence is REFYLRVGF. The MHC is HLA-B40:01 with pseudo-sequence HLA-B40:01. The binding affinity (normalized) is 0.711. (3) The peptide sequence is CRGEFLYCKM. The MHC is Mamu-B08 with pseudo-sequence Mamu-B08. The binding affinity (normalized) is 0.410. (4) The peptide sequence is KRLRLIHL. The MHC is Mamu-B03 with pseudo-sequence Mamu-B03. The binding affinity (normalized) is 0.990. (5) The peptide sequence is DFGYATMAK. The MHC is HLA-A31:01 with pseudo-sequence HLA-A31:01. The binding affinity (normalized) is 0.0847. (6) The peptide sequence is GILGFVFTLT. The MHC is HLA-A02:01 with pseudo-sequence HLA-A02:01. The binding affinity (normalized) is 0.403.